This data is from Forward reaction prediction with 1.9M reactions from USPTO patents (1976-2016). The task is: Predict the product of the given reaction. (1) Given the reactants C([O:3][C:4](=[O:22])[CH:5]([CH2:11][C:12]1[C:13]([CH2:20][OH:21])=[C:14]([OH:19])[C:15]([CH3:18])=[N:16][CH:17]=1)[C:6]([O:8]CC)=[O:7])C, predict the reaction product. The product is: [CH3:18][C:15]1[C:14]([OH:19])=[C:13]([CH2:20][OH:21])[C:12]([CH2:11][CH:5]([C:6]([OH:8])=[O:7])[C:4]([OH:22])=[O:3])=[CH:17][N:16]=1. (2) Given the reactants ClC[C:3]1[CH:4]=[C:5]([C:9]2[C:14]([F:15])=[CH:13][CH:12]=[C:11]([CH2:16][NH:17][C:18]([C:20]3[CH:25]=[CH:24][CH:23]=[C:22]([C:26]([NH:28][CH2:29][C:30]4[C:31]([NH:43][CH:44]5[CH2:49][CH2:48][O:47][CH2:46][CH2:45]5)=[C:32]5[CH:40]=[N:39][N:38]([CH2:41][CH3:42])[C:33]5=[N:34][C:35]=4[CH2:36][CH3:37])=[O:27])[CH:21]=3)=[O:19])[CH:10]=2)[CH:6]=[CH:7][CH:8]=1.[CH3:50][N:51]([CH3:56])[CH2:52][CH2:53][NH:54][CH3:55].[CH2:57]1COCC1, predict the reaction product. The product is: [CH2:41]([N:38]1[C:33]2=[N:34][C:35]([CH2:36][CH3:37])=[C:30]([CH2:29][NH:28][C:26]([C:22]3[CH:23]=[CH:24][CH:25]=[C:20]([C:18]([NH:17][CH2:16][C:11]4[CH:10]=[C:9]([C:5]5[CH:4]=[CH:3][CH:8]=[C:7]([CH2:50][N:51]([CH2:52][CH2:53][N:54]([CH3:57])[CH3:55])[CH3:56])[CH:6]=5)[C:14]([F:15])=[CH:13][CH:12]=4)=[O:19])[CH:21]=3)=[O:27])[C:31]([NH:43][CH:44]3[CH2:49][CH2:48][O:47][CH2:46][CH2:45]3)=[C:32]2[CH:40]=[N:39]1)[CH3:42].